This data is from Full USPTO retrosynthesis dataset with 1.9M reactions from patents (1976-2016). The task is: Predict the reactants needed to synthesize the given product. (1) Given the product [CH3:38][O:37][C:35](=[O:36])[CH2:21][O:20][C:12]1[CH:13]=[C:14]2[CH2:19][CH2:18][CH2:17][C:15]2=[C:16]2[C:11]=1[CH:10]=[C:9]([CH3:22])[N:8]2[CH2:1][C:2]1[CH:3]=[CH:4][CH:5]=[CH:6][CH:7]=1, predict the reactants needed to synthesize it. The reactants are: [CH2:1]([N:8]1[C:16]2[C:11](=[C:12]([O:20][CH3:21])[CH:13]=[C:14]3[CH2:19][CH2:18][CH2:17][C:15]3=2)[CH:10]=[C:9]1[CH3:22])[C:2]1[CH:7]=[CH:6][CH:5]=[CH:4][CH:3]=1.B(Br)(Br)Br.C(=O)([O-])[O-].[Cs+].[Cs+].BrC[C:35]([O:37][CH3:38])=[O:36]. (2) Given the product [OH:20][CH2:19][CH2:18][C:13]1[CH:14]=[CH:15][CH:16]=[CH:17][C:12]=1[NH:11][CH:1]=[O:3], predict the reactants needed to synthesize it. The reactants are: [CH:1]([OH:3])=O.C(OC(=O)C)(=O)C.[NH2:11][C:12]1[CH:17]=[CH:16][CH:15]=[CH:14][C:13]=1[CH2:18][CH2:19][OH:20].C(=O)([O-])O.[K+]. (3) Given the product [N:10]1[CH:15]=[CH:14][CH:13]=[CH:12][C:11]=1[CH2:16][S:8][C:5]1[CH:6]=[CH:7][C:2]([NH2:1])=[CH:3][CH:4]=1, predict the reactants needed to synthesize it. The reactants are: [NH2:1][C:2]1[CH:7]=[CH:6][C:5]([SH:8])=[CH:4][CH:3]=1.Cl.[N:10]1[CH:15]=[CH:14][CH:13]=[CH:12][C:11]=1[CH2:16]Cl. (4) Given the product [I:1][C:2]1[CH:7]=[CH:6][C:5](/[C:8](/[C:12]2[CH:17]=[CH:16][C:15]([C:18]([F:19])([F:20])[F:21])=[CH:14][CH:13]=2)=[CH:9]\[CH2:10][O:11][C:32]2[CH:31]=[CH:30][C:24]([O:25][CH2:26][C:27]([O:29][CH3:59])=[O:28])=[C:23]([CH3:22])[CH:33]=2)=[CH:4][CH:3]=1, predict the reactants needed to synthesize it. The reactants are: [I:1][C:2]1[CH:7]=[CH:6][C:5](/[C:8](/[C:12]2[CH:17]=[CH:16][C:15]([C:18]([F:21])([F:20])[F:19])=[CH:14][CH:13]=2)=[CH:9]\[CH2:10][OH:11])=[CH:4][CH:3]=1.[CH3:22][C:23]1[CH:33]=[C:32](OC/C=C(/C2C=CC(C#CCN3CCOCC3)=CC=2)\C2C=CC=CC=2)[CH:31]=[CH:30][C:24]=1[O:25][CH2:26][C:27]([OH:29])=[O:28].[C:59]1(P(C2C=CC=CC=2)C2C=CC=CC=2)C=CC=CC=1.N(C(OC(C)C)=O)=NC(OC(C)C)=O. (5) Given the product [CH3:14][C:15]1([CH3:22])[CH2:20][CH:19]([CH2:23][OH:24])[C:18](=[O:21])[CH:17]=[CH:16]1, predict the reactants needed to synthesize it. The reactants are: C(NC(C)C)(C)C.C([Li])CCC.[Li].[CH3:14][C:15]1([CH3:22])[CH2:20][CH2:19][C:18](=[O:21])[CH:17]=[CH:16]1.[CH2:23]=[O:24].Cl. (6) The reactants are: [CH:1]1([CH2:6][C:7](Cl)=[O:8])[CH2:5]CC[CH2:2]1.[NH2:10][C:11]1[S:12][C:13]([C:16]([O:18]C)=[O:17])=[CH:14][N:15]=1.NC1C=CC(C(OC)=O)=CC=1. Given the product [CH3:5][CH:1]([CH3:2])[CH2:6][C:7]([NH:10][C:11]1[S:12][C:13]([C:16]([OH:18])=[O:17])=[CH:14][N:15]=1)=[O:8], predict the reactants needed to synthesize it. (7) Given the product [C:22]([C:19]1[S:20][CH:21]=[C:17]([C:15]([N:11]2[CH2:10][C:9]3([CH2:28][CH2:29][N:6]([CH2:5][C:4]4[CH:30]=[C:31]([CH2:33][CH2:34][OH:35])[CH:32]=[C:2]([F:1])[CH:3]=4)[CH2:7][CH2:8]3)[O:14][CH2:13][CH2:12]2)=[O:16])[N:18]=1)([CH3:37])([CH3:23])[CH3:27], predict the reactants needed to synthesize it. The reactants are: [F:1][C:2]1[CH:3]=[C:4]([CH:30]=[C:31]([CH2:33][CH2:34][OH:35])[CH:32]=1)[CH2:5][N:6]1[CH2:29][CH2:28][C:9]2([O:14][CH2:13][CH2:12][N:11]([C:15]([C:17]3[N:18]=[C:19]([C:22]4[CH:27]=CC=C[CH:23]=4)[S:20][CH:21]=3)=[O:16])[CH2:10]2)[CH2:8][CH2:7]1.N.[CH3:37]O.